From a dataset of Catalyst prediction with 721,799 reactions and 888 catalyst types from USPTO. Predict which catalyst facilitates the given reaction. (1) Reactant: [O:1]=[C:2]1[N:10]([CH2:11][CH2:12][CH3:13])[C:9]2[N:8]=[C:7]([C:14]34[CH2:21][CH2:20][C:17]([C:22](=[S:24])[NH2:23])([CH2:18][CH2:19]3)[CH2:16][CH2:15]4)[NH:6][C:5]=2[C:4](=[O:25])[N:3]1[CH2:26][CH2:27][CH3:28].Br[CH2:30][C:31](=O)[C:32]([O:34][CH2:35][CH3:36])=[O:33].N1C=CC=CC=1.O. Product: [CH2:35]([O:34][C:32]([C:31]1[N:23]=[C:22]([C:17]23[CH2:20][CH2:21][C:14]([C:7]4[NH:6][C:5]5[C:4](=[O:25])[N:3]([CH2:26][CH2:27][CH3:28])[C:2](=[O:1])[N:10]([CH2:11][CH2:12][CH3:13])[C:9]=5[N:8]=4)([CH2:19][CH2:18]2)[CH2:15][CH2:16]3)[S:24][CH:30]=1)=[O:33])[CH3:36]. The catalyst class is: 1. (2) Reactant: [Cl:1][C:2]1[CH:7]=[CH:6][C:5]([C:8]2[C:9]([O:25][CH2:26][CH:27]3[CH2:29][CH2:28]3)=[N:10][CH:11]=[C:12]([CH:24]=2)[C:13]([NH:15][C@H:16]2[CH2:21][CH2:20][CH2:19][CH2:18]/[C:17]/2=[N:22]\[OH:23])=[O:14])=[CH:4][CH:3]=1.[H-].[Na+].[F:32][C:33]([F:44])([F:43])[CH2:34]OS(C(F)(F)F)(=O)=O. Product: [Cl:1][C:2]1[CH:3]=[CH:4][C:5]([C:8]2[C:9]([O:25][CH2:26][CH:27]3[CH2:28][CH2:29]3)=[N:10][CH:11]=[C:12]([CH:24]=2)[C:13]([NH:15][C@H:16]2[CH2:21][CH2:20][CH2:19][CH2:18]/[C:17]/2=[N:22]\[O:23][CH2:34][C:33]([F:44])([F:43])[F:32])=[O:14])=[CH:6][CH:7]=1. The catalyst class is: 9. (3) Reactant: CCCC[N+](CCCC)(CCCC)CCCC.[F-].[Cl:19][C:20]1[CH:25]=[CH:24][C:23]([C:26]#[C:27][Si](C)(C)C)=[CH:22][N:21]=1. Product: [Cl:19][C:20]1[CH:25]=[CH:24][C:23]([C:26]#[CH:27])=[CH:22][N:21]=1. The catalyst class is: 1. (4) Reactant: [F:1][C:2]([F:23])([C:16]1[CH:21]=[CH:20][C:19]([F:22])=[CH:18][N:17]=1)[C:3]1[N:12]=[C:11](O)[C:10]2[C:5](=[C:6]([O:14][CH3:15])[CH:7]=[CH:8][CH:9]=2)[N:4]=1.P(Br)(Br)(Br)=O.CCN(C(C)C)C(C)C.[CH3:38][C:39]1[NH:43][N:42]=[C:41]([NH2:44])[CH:40]=1. Product: [F:1][C:2]([F:23])([C:16]1[CH:21]=[CH:20][C:19]([F:22])=[CH:18][N:17]=1)[C:3]1[N:12]=[C:11]([NH:44][C:41]2[CH:40]=[C:39]([CH3:38])[NH:43][N:42]=2)[C:10]2[C:5](=[C:6]([O:14][CH3:15])[CH:7]=[CH:8][CH:9]=2)[N:4]=1. The catalyst class is: 575. (5) Reactant: [C:1]([N:4]1[CH2:9][CH2:8][N:7]([C:10]2[CH:11]=[CH:12][C:13]([NH:16][C:17](=[O:30])[CH2:18][C:19]3[CH:24]=[CH:23][C:22](Br)=[C:21]([C:26]([F:29])([F:28])[F:27])[CH:20]=3)=[N:14][CH:15]=2)[CH2:6][CH2:5]1)(=[O:3])[CH3:2].[CH3:31][C:32]1([CH3:48])[C:36]([CH3:38])([CH3:37])[O:35][B:34]([B:34]2[O:35][C:36]([CH3:38])([CH3:37])[C:32]([CH3:48])([CH3:31])[O:33]2)[O:33]1.CC([O-])=O.[K+].C(Cl)Cl. Product: [C:1]([N:4]1[CH2:9][CH2:8][N:7]([C:10]2[CH:11]=[CH:12][C:13]([NH:16][C:17](=[O:30])[CH2:18][C:19]3[CH:24]=[CH:23][C:22]([B:34]4[O:35][C:36]([CH3:38])([CH3:37])[C:32]([CH3:48])([CH3:31])[O:33]4)=[C:21]([C:26]([F:29])([F:28])[F:27])[CH:20]=3)=[N:14][CH:15]=2)[CH2:6][CH2:5]1)(=[O:3])[CH3:2]. The catalyst class is: 16. (6) Reactant: [Cl:1][C:2]1[CH:10]=[CH:9][C:5]([C:6]([OH:8])=O)=[CH:4][C:3]=1[NH:11][C:12]([CH:14]1[CH2:23][C:22]2[C:17](=[CH:18][C:19]([O:26][CH3:27])=[C:20]([O:24][CH3:25])[CH:21]=2)[NH:16][C:15]1=[O:28])=[O:13].C(N(CC)CC)C.CN(C(ON1N=NC2C=CC=NC1=2)=[N+](C)C)C.F[P-](F)(F)(F)(F)F.[CH2:60]([NH2:67])[C:61]1[CH:66]=[CH:65][CH:64]=[CH:63][CH:62]=1. Product: [CH2:60]([NH:67][C:6]([C:5]1[CH:9]=[CH:10][C:2]([Cl:1])=[C:3]([NH:11][C:12]([CH:14]2[CH2:23][C:22]3[C:17](=[CH:18][C:19]([O:26][CH3:27])=[C:20]([O:24][CH3:25])[CH:21]=3)[NH:16][C:15]2=[O:28])=[O:13])[CH:4]=1)=[O:8])[C:61]1[CH:66]=[CH:65][CH:64]=[CH:63][CH:62]=1. The catalyst class is: 3. (7) Reactant: [CH2:1]([O:5][C:6]1[CH:15]=[CH:14][C:13]([CH3:16])=[CH:12][C:7]=1[C:8]([O:10]C)=[O:9])[CH2:2][CH:3]=[CH2:4].CO.O.[OH-].[Li+]. Product: [CH2:1]([O:5][C:6]1[CH:15]=[CH:14][C:13]([CH3:16])=[CH:12][C:7]=1[C:8]([OH:10])=[O:9])[CH2:2][CH:3]=[CH2:4]. The catalyst class is: 1. (8) Reactant: [CH2:1]([CH:5]1[C:9](=[O:10])[C:8]2[CH:11]=[C:12]([N+:15]([O-:17])=[O:16])[CH:13]=[CH:14][C:7]=2[O:6]1)[CH2:2][CH2:3][CH3:4].[BH4-].[Na+]. Product: [CH2:1]([CH:5]1[CH:9]([OH:10])[C:8]2[CH:11]=[C:12]([N+:15]([O-:17])=[O:16])[CH:13]=[CH:14][C:7]=2[O:6]1)[CH2:2][CH2:3][CH3:4]. The catalyst class is: 40.